From a dataset of Forward reaction prediction with 1.9M reactions from USPTO patents (1976-2016). Predict the product of the given reaction. (1) Given the reactants C([O:3][C:4]([CH:6]1[CH2:13][CH:12]2[C:14](=[O:15])[CH:8]([CH2:9][S:10][CH2:11]2)[CH2:7]1)=[O:5])C.O.[OH-].[Na+], predict the reaction product. The product is: [O:15]=[C:14]1[CH:8]2[CH2:7][CH:6]([C:4]([OH:5])=[O:3])[CH2:13][CH:12]1[CH2:11][S:10][CH2:9]2. (2) Given the reactants [Br:1][C:2]1[CH:10]=[CH:9][C:8]([F:11])=[C:7]2[C:3]=1[C:4]([CH2:12][CH2:13][OH:14])=[CH:5][NH:6]2.I(C1C=CC=CC=1C(O)=O)(=O)=O, predict the reaction product. The product is: [Br:1][C:2]1[CH:10]=[CH:9][C:8]([F:11])=[C:7]2[C:3]=1[C:4]([CH2:12][CH:13]=[O:14])=[CH:5][NH:6]2. (3) The product is: [CH3:1][O:2][C:3]1[CH:4]=[C:5]([CH2:12][C:13]([N:19]2[CH2:20][CH2:22][CH2:24][CH2:23]2)=[O:15])[CH:6]=[CH:7][C:8]=1[N+:9]([O-:11])=[O:10]. Given the reactants [CH3:1][O:2][C:3]1[CH:4]=[C:5]([CH2:12][C:13]([OH:15])=O)[CH:6]=[CH:7][C:8]=1[N+:9]([O-:11])=[O:10].C([N:19]([CH2:23][CH3:24])[CH:20]([CH3:22])C)(C)C.N1CCCC1, predict the reaction product. (4) Given the reactants [CH2:1]([CH:5]1[C:9]2([CH2:14][CH2:13][NH:12][CH2:11][CH2:10]2)[O:8][C:7](=[O:15])[NH:6]1)[CH2:2][CH2:3][CH3:4].[CH3:16][C:17]1[CH:31]=[CH:30][CH:29]=[C:28]([CH3:32])[C:18]=1[C:19]([N:21]1[CH2:26][CH2:25][C:24](=O)[CH2:23][CH2:22]1)=[O:20].C(O[BH-](OC(=O)C)OC(=O)C)(=O)C.[Na+].CC(O)=O.N, predict the reaction product. The product is: [CH2:1]([CH:5]1[C:9]2([CH2:14][CH2:13][N:12]([CH:24]3[CH2:25][CH2:26][N:21]([C:19](=[O:20])[C:18]4[C:28]([CH3:32])=[CH:29][CH:30]=[CH:31][C:17]=4[CH3:16])[CH2:22][CH2:23]3)[CH2:11][CH2:10]2)[O:8][C:7](=[O:15])[NH:6]1)[CH2:2][CH2:3][CH3:4].